This data is from Full USPTO retrosynthesis dataset with 1.9M reactions from patents (1976-2016). The task is: Predict the reactants needed to synthesize the given product. (1) Given the product [C:21]([CH2:20][C:19]([NH:18][C:13]1[CH:12]=[C:11]2[C:16]([CH:17]=[C:8]([C:6]3[C:5]([F:27])=[CH:4][C:3]([F:28])=[C:2]([NH:1][C:30](=[O:31])[O:32][C:33]4[CH:38]=[CH:37][CH:36]=[CH:35][CH:34]=4)[CH:7]=3)[C:9](=[O:26])[N:10]2[CH2:24][CH3:25])=[CH:15][N:14]=1)=[O:23])#[N:22], predict the reactants needed to synthesize it. The reactants are: [NH2:1][C:2]1[C:3]([F:28])=[CH:4][C:5]([F:27])=[C:6]([C:8]2[C:9](=[O:26])[N:10]([CH2:24][CH3:25])[C:11]3[C:16]([CH:17]=2)=[CH:15][N:14]=[C:13]([NH:18][C:19](=[O:23])[CH2:20][C:21]#[N:22])[CH:12]=3)[CH:7]=1.Cl[C:30]([O:32][C:33]1[CH:38]=[CH:37][CH:36]=[CH:35][CH:34]=1)=[O:31]. (2) Given the product [F:16][C:3]1[CH:2]=[CH:10][C:6]([C:7]([OH:9])=[O:8])=[C:5]([N:11]2[N:15]=[CH:14][CH:13]=[N:12]2)[CH:4]=1, predict the reactants needed to synthesize it. The reactants are: F[C:2]1[CH:3]=[CH:4][C:5]([N:11]2[N:15]=[CH:14][CH:13]=[N:12]2)=[C:6]([CH:10]=1)[C:7]([OH:9])=[O:8].[F:16]C1C=CC(I)=C(C=1)C(O)=O. (3) Given the product [NH2:38][C:39]1[N:40]=[CH:41][C:42]([C:51]2[CH:52]=[CH:53][C:54]([C:55]([N:57]([CH3:59])[CH3:58])=[O:56])=[CH:60][CH:61]=2)=[N:43][C:44]=1[C:45]1[O:46][C:47]([N:10]2[CH2:13][CH2:12][CH2:11]2)=[N:48][N:49]=1, predict the reactants needed to synthesize it. The reactants are: CCN(C(C)C)C(C)C.[NH:10]1[CH2:13][CH2:12][CH2:11]1.F[P-](F)(F)(F)(F)F.Br[P+](N1CCCC1)(N1CCCC1)N1CCCC1.[NH2:38][C:39]1[N:40]=[CH:41][C:42]([C:51]2[CH:61]=[CH:60][C:54]([C:55]([N:57]([CH3:59])[CH3:58])=[O:56])=[CH:53][CH:52]=2)=[N:43][C:44]=1[C:45]1[O:46][C:47](=O)[NH:48][N:49]=1. (4) Given the product [Cl:1][C:2]1[N:7]=[C:6]2[N:8]=[C:20]([C:19]([F:24])([F:23])[F:18])[NH:9][C:5]2=[CH:4][C:3]=1[C:10]1[CH:15]=[CH:14][CH:13]=[C:12]([Cl:16])[C:11]=1[Cl:17], predict the reactants needed to synthesize it. The reactants are: [Cl:1][C:2]1[N:7]=[C:6]([NH2:8])[C:5]([NH2:9])=[CH:4][C:3]=1[C:10]1[CH:15]=[CH:14][CH:13]=[C:12]([Cl:16])[C:11]=1[Cl:17].[F:18][C:19]([F:24])([F:23])[C:20](O)=O. (5) Given the product [OH:1][C:2]1[C:11]2[C:6](=[CH:7][CH:8]=[C:9]([N:68]3[CH2:73][CH2:72][CH2:71][CH2:70][CH2:69]3)[CH:10]=2)[N:5]([CH3:13])[C:4](=[O:14])[C:3]=1[C:15]([NH:17][CH2:18][C:19]([OH:21])=[O:20])=[O:16], predict the reactants needed to synthesize it. The reactants are: [OH:1][C:2]1[C:11]2[C:6](=[CH:7][CH:8]=[C:9](I)[CH:10]=2)[N:5]([CH3:13])[C:4](=[O:14])[C:3]=1[C:15]([NH:17][CH2:18][C:19]([O:21]CC)=[O:20])=[O:16].C(Cl)(Cl)Cl.CC(C1C=C(C(C)C)C(C2C=CC=CC=2P(C2CCCCC2)C2CCCCC2)=C(C(C)C)C=1)C.CC(C)([O-])C.[Na+].[NH:68]1[CH2:73][CH2:72][CH2:71][CH2:70][CH2:69]1.